Dataset: Forward reaction prediction with 1.9M reactions from USPTO patents (1976-2016). Task: Predict the product of the given reaction. (1) Given the reactants [NH2:1][CH2:2][C@@H:3]([C:5]1[CH:10]=[CH:9][CH:8]=[CH:7][CH:6]=1)[OH:4].[Cl:11][C:12]1[CH:17]=[C:16](Cl)[N:15]=[CH:14][N:13]=1.C([O-])(O)=O.[Na+].[OH-].[Na+], predict the reaction product. The product is: [Cl:11][C:12]1[N:13]=[CH:14][N:15]=[C:16]([NH:1][CH2:2][C@@H:3]([C:5]2[CH:10]=[CH:9][CH:8]=[CH:7][CH:6]=2)[OH:4])[CH:17]=1. (2) Given the reactants C(OC([N:8]1[CH2:14][CH2:13][CH2:12][N:11]([C:15](=[O:22])[CH2:16][CH:17]2[CH2:21][CH2:20][CH2:19][CH2:18]2)[CH2:10][CH2:9]1)=O)(C)(C)C.Cl, predict the reaction product. The product is: [CH:17]1([CH2:16][C:15]([N:11]2[CH2:12][CH2:13][CH2:14][NH:8][CH2:9][CH2:10]2)=[O:22])[CH2:21][CH2:20][CH2:19][CH2:18]1.